From a dataset of Merck oncology drug combination screen with 23,052 pairs across 39 cell lines. Regression. Given two drug SMILES strings and cell line genomic features, predict the synergy score measuring deviation from expected non-interaction effect. (1) Drug 1: O=c1[nH]cc(F)c(=O)[nH]1. Drug 2: O=C(CCCCCCC(=O)Nc1ccccc1)NO. Cell line: HT29. Synergy scores: synergy=-1.43. (2) Drug 1: CN(C)C(=N)N=C(N)N. Drug 2: COC1CC2CCC(C)C(O)(O2)C(=O)C(=O)N2CCCCC2C(=O)OC(C(C)CC2CCC(OP(C)(C)=O)C(OC)C2)CC(=O)C(C)C=C(C)C(O)C(OC)C(=O)C(C)CC(C)C=CC=CC=C1C. Cell line: SW620. Synergy scores: synergy=8.19. (3) Drug 1: C=CCn1c(=O)c2cnc(Nc3ccc(N4CCN(C)CC4)cc3)nc2n1-c1cccc(C(C)(C)O)n1. Drug 2: COC1=C2CC(C)CC(OC)C(O)C(C)C=C(C)C(OC(N)=O)C(OC)C=CC=C(C)C(=O)NC(=CC1=O)C2=O. Cell line: NCIH520. Synergy scores: synergy=-3.43. (4) Drug 1: O=C(CCCCCCC(=O)Nc1ccccc1)NO. Drug 2: CC1(c2nc3c(C(N)=O)cccc3[nH]2)CCCN1. Cell line: UWB1289BRCA1. Synergy scores: synergy=4.80. (5) Drug 1: CCC1=CC2CN(C1)Cc1c([nH]c3ccccc13)C(C(=O)OC)(c1cc3c(cc1OC)N(C)C1C(O)(C(=O)OC)C(OC(C)=O)C4(CC)C=CCN5CCC31C54)C2. Drug 2: CNC(=O)c1cc(Oc2ccc(NC(=O)Nc3ccc(Cl)c(C(F)(F)F)c3)cc2)ccn1. Cell line: RPMI7951. Synergy scores: synergy=-20.7.